Dataset: Full USPTO retrosynthesis dataset with 1.9M reactions from patents (1976-2016). Task: Predict the reactants needed to synthesize the given product. Given the product [S:9]1[C:10]2[C:2]([CH2:13][C:11]([OH:17])=[O:12])=[CH:3][CH:4]=[CH:5][C:6]=2[N:7]=[CH:8]1, predict the reactants needed to synthesize it. The reactants are: Br[C:2]1[C:10]2[S:9][CH:8]=[N:7][C:6]=2[CH:5]=[CH:4][CH:3]=1.[C:11]([OH:17])([C:13](F)(F)F)=[O:12].